Dataset: Forward reaction prediction with 1.9M reactions from USPTO patents (1976-2016). Task: Predict the product of the given reaction. Given the reactants [CH3:1][O:2][C:3]([C:5]1[CH:6]=[C:7]([Cl:24])[CH:8]=[C:9]2[C:14]=1[NH:13][CH:12]([C:15]1[CH:20]=[CH:19][CH:18]=[C:17](Br)[CH:16]=1)[C:11]([CH3:23])([CH3:22])[CH2:10]2)=[O:4].[NH:25]1[CH2:30][CH2:29][O:28][CH2:27][CH2:26]1.Cl.CN(C)CC(O)=O.C(=O)([O-])[O-].[K+].[K+], predict the reaction product. The product is: [CH3:1][O:2][C:3]([C:5]1[CH:6]=[C:7]([Cl:24])[CH:8]=[C:9]2[C:14]=1[NH:13][CH:12]([C:15]1[CH:20]=[CH:19][CH:18]=[C:17]([N:25]3[CH2:30][CH2:29][O:28][CH2:27][CH2:26]3)[CH:16]=1)[C:11]([CH3:23])([CH3:22])[CH2:10]2)=[O:4].